Dataset: Catalyst prediction with 721,799 reactions and 888 catalyst types from USPTO. Task: Predict which catalyst facilitates the given reaction. (1) Reactant: [CH:1]1([CH:4]([C:11]2[CH:16]=[CH:15][CH:14]=[C:13]([CH2:17][O:18][C:19]3[CH:24]=[CH:23][C:22]([C:25]4[CH:30]=[C:29]([O:31][CH3:32])[CH:28]=[CH:27][C:26]=4[F:33])=[CH:21][C:20]=3[CH2:34][CH2:35][C:36]([CH3:39])([CH3:38])[CH3:37])[CH:12]=2)[CH2:5][C:6]([O:8]CC)=[O:7])[CH2:3][CH2:2]1.[OH-].[Na+].Cl. Product: [CH:1]1([CH:4]([C:11]2[CH:16]=[CH:15][CH:14]=[C:13]([CH2:17][O:18][C:19]3[CH:24]=[CH:23][C:22]([C:25]4[CH:30]=[C:29]([O:31][CH3:32])[CH:28]=[CH:27][C:26]=4[F:33])=[CH:21][C:20]=3[CH2:34][CH2:35][C:36]([CH3:39])([CH3:38])[CH3:37])[CH:12]=2)[CH2:5][C:6]([OH:8])=[O:7])[CH2:2][CH2:3]1. The catalyst class is: 8. (2) Reactant: Cl.C(N=C=NCCCN(C)C)C.Cl.[F:14][C:15]1[CH:20]=[CH:19][C:18]([S:21][CH:22]2[CH2:27][CH2:26][NH:25][CH2:24][CH2:23]2)=[CH:17][CH:16]=1.[C:28]([O:32][C:33]([NH:35][C@H:36]([C:40](O)=[O:41])[CH:37]([CH3:39])[CH3:38])=[O:34])([CH3:31])([CH3:30])[CH3:29].O.ON1C2C=CC=CC=2N=N1.CN1CCOCC1. Product: [C:28]([O:32][C:33](=[O:34])[NH:35][C@H:36]([C:40]([N:25]1[CH2:26][CH2:27][CH:22]([S:21][C:18]2[CH:17]=[CH:16][C:15]([F:14])=[CH:20][CH:19]=2)[CH2:23][CH2:24]1)=[O:41])[CH:37]([CH3:38])[CH3:39])([CH3:29])([CH3:31])[CH3:30]. The catalyst class is: 232. (3) The catalyst class is: 24. Product: [Br:1][C:2]1[C:3]([CH3:16])=[CH:4][C:5]([O:6][CH:7]2[CH2:12][CH2:11][S:19](=[O:21])(=[O:18])[CH2:9][CH2:8]2)=[CH:13][C:14]=1[CH3:15]. Reactant: [Br:1][C:2]1[C:14]([CH3:15])=[CH:13][C:5]([O:6][CH:7]2[CH2:12][CH2:11]S[CH2:9][CH2:8]2)=[CH:4][C:3]=1[CH3:16].O[O:18][S:19]([O-:21])=O.[K+].